From a dataset of Forward reaction prediction with 1.9M reactions from USPTO patents (1976-2016). Predict the product of the given reaction. (1) Given the reactants [C:1]([O:5][C:6](=[O:24])[N:7]([C@H:9]([C:19]1[O:20]C=CC=1)[C@H:10]([CH3:18])[CH2:11][O:12][C@H:13]1[CH2:17][CH2:16][O:15][CH2:14]1)[CH3:8])([CH3:4])([CH3:3])[CH3:2].CC[O:27]C(C)=O.CCCCCCC.O, predict the reaction product. The product is: [C:1]([O:5][C:6]([N:7]([CH3:8])[C@@H:9]([C@H:10]([CH3:18])[CH2:11][O:12][C@H:13]1[CH2:17][CH2:16][O:15][CH2:14]1)[C:19]([OH:20])=[O:27])=[O:24])([CH3:2])([CH3:3])[CH3:4]. (2) Given the reactants [F:1][C:2]1[C:7]([NH2:8])=[CH:6][C:5](B2OC(C)(C)C(C)(C)O2)=[CH:4][N:3]=1.Br[C:19]1[CH:31]=[CH:30][C:22]([C:23]([NH:25][S:26]([CH3:29])(=[O:28])=[O:27])=[O:24])=[CH:21][C:20]=1[O:32][CH3:33].C(=O)([O-])[O-].[K+].[K+].O, predict the reaction product. The product is: [NH2:8][C:7]1[CH:6]=[C:5]([C:19]2[CH:31]=[CH:30][C:22]([C:23]([NH:25][S:26]([CH3:29])(=[O:28])=[O:27])=[O:24])=[CH:21][C:20]=2[O:32][CH3:33])[CH:4]=[N:3][C:2]=1[F:1]. (3) The product is: [OH:4][CH2:3][CH:2]([NH:1][C:17]([NH:16][C:19]1[CH:24]=[CH:23][C:22]([C:25]2[N:29]=[CH:28][N:27]([C:30]3[CH:35]=[CH:34][C:33]([C:36]([F:39])([F:37])[F:38])=[CH:32][CH:31]=3)[N:26]=2)=[CH:21][CH:20]=1)=[S:18])[C:5]1[CH:6]=[CH:7][C:8]([O:11][C:12]([F:13])([F:14])[F:15])=[CH:9][CH:10]=1. Given the reactants [NH2:1][CH:2]([C:5]1[CH:10]=[CH:9][C:8]([O:11][C:12]([F:15])([F:14])[F:13])=[CH:7][CH:6]=1)[CH2:3][OH:4].[N:16]([C:19]1[CH:24]=[CH:23][C:22]([C:25]2[N:29]=[CH:28][N:27]([C:30]3[CH:35]=[CH:34][C:33]([C:36]([F:39])([F:38])[F:37])=[CH:32][CH:31]=3)[N:26]=2)=[CH:21][CH:20]=1)=[C:17]=[S:18], predict the reaction product.